This data is from Forward reaction prediction with 1.9M reactions from USPTO patents (1976-2016). The task is: Predict the product of the given reaction. Given the reactants [NH2:1][C:2]1[N:3]=[C:4](SC)[C:5]2[N:10]=[C:9]([CH2:11][C:12]3[CH:17]=[CH:16][C:15]([F:18])=[CH:14][CH:13]=3)[S:8][C:6]=2[N:7]=1.[OH-].[Na+].[CH2:23](I)[CH3:24].ClC1C=C(C=CC=1)C(OO)=O.[NH:37]1[CH2:42][CH2:41][NH:40][CH2:39][CH2:38]1.[Cl:43][C:44]1[CH:54]=[CH:53][C:47]([O:48][CH2:49][C:50](Cl)=[O:51])=[CH:46][CH:45]=1.C(N(C(C)C)CC)(C)C, predict the reaction product. The product is: [NH2:1][C:2]1[N:3]=[C:4]([N:37]2[CH2:42][CH2:41][N:40]([C:50](=[O:51])[CH2:49][O:48][C:47]3[CH:53]=[CH:54][C:44]([Cl:43])=[CH:45][CH:46]=3)[CH2:39][CH2:38]2)[C:5]2[N:10]=[C:9]([CH:11]([C:12]3[CH:17]=[CH:16][C:15]([F:18])=[CH:14][CH:13]=3)[CH2:23][CH3:24])[S:8][C:6]=2[N:7]=1.